This data is from Full USPTO retrosynthesis dataset with 1.9M reactions from patents (1976-2016). The task is: Predict the reactants needed to synthesize the given product. (1) The reactants are: [CH3:1][C:2]1[O:6][N:5]=[C:4]([C:7]2[CH:12]=[CH:11][CH:10]=[CH:9][CH:8]=2)[C:3]=1[C:13]1[N:14]=[C:15]2[CH:20]=[CH:19][C:18]([NH2:21])=[CH:17][N:16]2[CH:22]=1.[C:23](O)(=[O:30])[C:24]1[CH:29]=[CH:28][CH:27]=[N:26][CH:25]=1. Given the product [CH3:1][C:2]1[O:6][N:5]=[C:4]([C:7]2[CH:8]=[CH:9][CH:10]=[CH:11][CH:12]=2)[C:3]=1[C:13]1[N:14]=[C:15]2[CH:20]=[CH:19][C:18]([NH:21][C:23](=[O:30])[C:24]3[CH:29]=[CH:28][CH:27]=[N:26][CH:25]=3)=[CH:17][N:16]2[CH:22]=1, predict the reactants needed to synthesize it. (2) Given the product [CH3:1][N:2]([C:12]([NH:14][C@H:15]([C:19]([NH:47][C@@H:48]([CH2:70][C:71]1[CH:72]=[CH:73][CH:74]=[CH:75][CH:76]=1)[CH2:49][C@H:50]([OH:69])[C@@H:51]([NH:59][C:60]([O:62][CH2:63][C:64]1[S:68][CH:67]=[N:66][CH:65]=1)=[O:61])[CH2:52][C:53]1[CH:58]=[CH:57][CH:56]=[CH:55][CH:54]=1)=[O:21])[CH:16]([CH3:17])[CH3:18])=[O:13])[CH2:3][C:4]1[N:5]=[C:6]([CH:9]([CH3:10])[CH3:11])[S:7][CH:8]=1, predict the reactants needed to synthesize it. The reactants are: [CH3:1][N:2]([C:12]([NH:14][C@H:15]([C:19]([OH:21])=O)[CH:16]([CH3:18])[CH3:17])=[O:13])[CH2:3][C:4]1[N:5]=[C:6]([CH:9]([CH3:11])[CH3:10])[S:7][CH:8]=1.OC1C2N=NNC=2C=CC=1.C1(N=C=NC2CCCCC2)CCCCC1.[NH2:47][C@@H:48]([CH2:70][C:71]1[CH:76]=[CH:75][CH:74]=[CH:73][CH:72]=1)[CH2:49][C@H:50]([OH:69])[C@@H:51]([NH:59][C:60]([O:62][CH2:63][C:64]1[S:68][CH:67]=[N:66][CH:65]=1)=[O:61])[CH2:52][C:53]1[CH:58]=[CH:57][CH:56]=[CH:55][CH:54]=1.C1C=CC2N(O)N=NC=2C=1. (3) Given the product [CH3:1][N:2]([CH2:4][C@@H:5]([C:14]1([OH:20])[CH2:19][CH2:18][CH2:17][CH2:16][CH2:15]1)[C:6]1[CH:11]=[CH:10][C:9]([O:12][CH3:13])=[CH:8][CH:7]=1)[CH3:3], predict the reactants needed to synthesize it. The reactants are: [CH3:1][N:2]([CH2:4][C@H:5]([C:14]1([OH:20])[CH2:19][CH2:18][CH2:17][CH2:16][CH2:15]1)[C:6]1[CH:7]=[CH:8][C:9]([O:12][CH3:13])=[CH:10][CH:11]=1)[CH3:3]. (4) Given the product [C:31]1([CH2:30][N:26]([CH2:27][CH:28]=[CH2:29])[C:9](=[O:8])[CH2:10][NH:11][CH2:19][C:20]2[CH:25]=[CH:24][CH:23]=[CH:22][CH:21]=2)[CH:32]=[CH:33][CH:34]=[CH:35][CH:36]=1, predict the reactants needed to synthesize it. The reactants are: C(O)(C(F)(F)F)=O.[O:8]=[C:9]([N:26]([CH2:30][C:31]1[CH:36]=[CH:35][CH:34]=[CH:33][CH:32]=1)[CH2:27][CH:28]=[CH2:29])[CH2:10][N:11]([CH2:19][C:20]1[CH:25]=[CH:24][CH:23]=[CH:22][CH:21]=1)C(=O)OC(C)(C)C. (5) Given the product [CH3:13][C:12]1[C:6]2[C:5](=[O:14])[NH:4][C:3]([O:26][CH2:25][CH2:24][CH2:23][CH2:22][CH2:21][C:15]3[CH:16]=[CH:17][CH:18]=[CH:19][CH:20]=3)=[N:8][C:7]=2[N:9]=[CH:10][CH:11]=1, predict the reactants needed to synthesize it. The reactants are: Cl.Cl[C:3]1[NH:4][C:5](=[O:14])[C:6]2[C:12]([CH3:13])=[CH:11][CH:10]=[N:9][C:7]=2[N:8]=1.[C:15]1([CH2:21][CH2:22][CH2:23][CH2:24][CH2:25][OH:26])[CH:20]=[CH:19][CH:18]=[CH:17][CH:16]=1.CC([O-])(C)C.[K+]. (6) Given the product [ClH:23].[Cl:23][C:20]1[CH:21]=[CH:22][C:17]2[N:16]([CH2:24][C:25]([CH3:26])([CH3:28])[CH3:27])[C:15](=[O:29])[C@@H:14]([CH2:30][C:31]([NH:33][CH2:34][C:35]3[CH:40]=[CH:39][CH:38]=[CH:37][C:36]=3[F:41])=[O:32])[O:13][C@H:12]([C:8]3[CH:9]=[CH:10][CH:11]=[C:6]([O:5][CH2:4][CH2:3][NH:2][CH2:52][CH2:51][CH2:50][C:44]4[CH:49]=[CH:48][CH:47]=[CH:46][CH:45]=4)[C:7]=3[O:42][CH3:43])[C:18]=2[CH:19]=1, predict the reactants needed to synthesize it. The reactants are: Cl.[NH2:2][CH2:3][CH2:4][O:5][C:6]1[C:7]([O:42][CH3:43])=[C:8]([C@@H:12]2[C:18]3[CH:19]=[C:20]([Cl:23])[CH:21]=[CH:22][C:17]=3[N:16]([CH2:24][C:25]([CH3:28])([CH3:27])[CH3:26])[C:15](=[O:29])[C@@H:14]([CH2:30][C:31]([NH:33][CH2:34][C:35]3[CH:40]=[CH:39][CH:38]=[CH:37][C:36]=3[F:41])=[O:32])[O:13]2)[CH:9]=[CH:10][CH:11]=1.[C:44]1([CH2:50][CH2:51][CH:52]=O)[CH:49]=[CH:48][CH:47]=[CH:46][CH:45]=1. (7) Given the product [C:1]([NH:13][C:14]1[CH:15]=[CH:16][C:17]([C:20](=[O:27])[CH2:21][CH2:22][C:23]([OH:25])=[O:24])=[CH:18][CH:19]=1)(=[O:11])[CH2:2][CH2:3][CH2:4][CH2:5][CH2:6][CH2:7][CH2:8][CH2:9][CH3:10], predict the reactants needed to synthesize it. The reactants are: [C:1](Cl)(=[O:11])[CH2:2][CH2:3][CH2:4][CH2:5][CH2:6][CH2:7][CH2:8][CH2:9][CH3:10].[NH2:13][C:14]1[CH:19]=[CH:18][C:17]([C:20](=[O:27])[CH2:21][CH2:22][C:23]([O:25]C)=[O:24])=[CH:16][CH:15]=1. (8) Given the product [BrH:12].[Br:12][CH2:9][C:8]1[C:7]([F:11])=[CH:6][N:5]=[CH:4][C:3]=1[CH2:1][CH3:2], predict the reactants needed to synthesize it. The reactants are: [CH2:1]([C:3]1[CH:4]=[N:5][CH:6]=[C:7]([F:11])[C:8]=1[CH2:9]O)[CH3:2].[Br:12]P(Br)Br. (9) Given the product [CH2:15]([N:22]1[CH2:26][CH2:25][CH:24]([NH:27][C:3]2[NH:4][C:5](=[O:14])[C:6]([C:9]([O:11][CH2:12][CH3:13])=[O:10])=[CH:7][N:8]=2)[CH2:23]1)[C:16]1[CH:17]=[CH:18][CH:19]=[CH:20][CH:21]=1, predict the reactants needed to synthesize it. The reactants are: CS[C:3]1[NH:4][C:5](=[O:14])[C:6]([C:9]([O:11][CH2:12][CH3:13])=[O:10])=[CH:7][N:8]=1.[CH2:15]([N:22]1[CH2:26][CH2:25][CH:24]([NH2:27])[CH2:23]1)[C:16]1[CH:21]=[CH:20][CH:19]=[CH:18][CH:17]=1. (10) Given the product [F:1][C:2]1[CH:3]=[C:4]([C:14]2[C:15]([CH3:36])=[C:16]([CH:32]=[CH:33][C:34]=2[CH3:35])[CH2:17][NH:18][C:19]2[CH:31]=[CH:30][C:22]3[C@H:23]([CH2:26][C:27]([O-:29])=[O:28])[CH2:24][O:25][C:21]=3[CH:20]=2)[CH:5]=[N:6][C:7]=1[N:8]1[CH2:13][CH2:12][O:11][CH2:10][CH2:9]1.[Na+:38], predict the reactants needed to synthesize it. The reactants are: [F:1][C:2]1[CH:3]=[C:4]([C:14]2[C:15]([CH3:36])=[C:16]([CH:32]=[CH:33][C:34]=2[CH3:35])[CH2:17][NH:18][C:19]2[CH:31]=[CH:30][C:22]3[C@H:23]([CH2:26][C:27]([OH:29])=[O:28])[CH2:24][O:25][C:21]=3[CH:20]=2)[CH:5]=[N:6][C:7]=1[N:8]1[CH2:13][CH2:12][O:11][CH2:10][CH2:9]1.[OH-].[Na+:38].C(#N)C.